This data is from Orexin1 receptor HTS with 218,158 compounds and 233 confirmed actives. The task is: Binary Classification. Given a drug SMILES string, predict its activity (active/inactive) in a high-throughput screening assay against a specified biological target. (1) The compound is s1c2c(CCN(C2)C(OCC)=O)c(c1NC(=O)c1sccc1)C(OCC)=O. The result is 0 (inactive). (2) The molecule is s1c2nc3n(CCCCC3)c(=O)c2c(c1C(=O)Nc1c(F)ccc(F)c1)C. The result is 0 (inactive). (3) The drug is FC(F)c1n2ncc(c2nc(c1)C)C(=O)NCc1cc(OC)c(OC)cc1. The result is 0 (inactive). (4) The drug is S(c1c(NC(=O)COC(=O)c2c(Cc3ccccc3)cccc2)cccc1)C. The result is 0 (inactive). (5) The compound is Clc1ccc(C(=O)CSc2nc3n(cc(cc3)C)c(=O)n2)cc1. The result is 0 (inactive).